The task is: Predict the reactants needed to synthesize the given product.. This data is from Retrosynthesis with 50K atom-mapped reactions and 10 reaction types from USPTO. Given the product N#Cc1cccc(-c2cccc(OCc3ccccc3)c2)c1, predict the reactants needed to synthesize it. The reactants are: Brc1cccc(OCc2ccccc2)c1.N#Cc1cccc(B(O)O)c1.